This data is from Forward reaction prediction with 1.9M reactions from USPTO patents (1976-2016). The task is: Predict the product of the given reaction. (1) Given the reactants [CH3:1][O:2][C:3]1[CH:4]=[C:5]2[C:10](=[CH:11][C:12]=1[N+:13]([O-:15])=[O:14])[CH2:9][NH:8][CH2:7][CH2:6]2.Br[CH2:17][C:18](Cl)=[O:19].[CH:21]([N:24](C(C)C)[CH2:25]C)(C)C, predict the reaction product. The product is: [CH3:21][N:24]([CH3:25])[CH2:17][C:18]([N:8]1[CH2:7][CH2:6][C:5]2[C:10](=[CH:11][C:12]([N+:13]([O-:15])=[O:14])=[C:3]([O:2][CH3:1])[CH:4]=2)[CH2:9]1)=[O:19]. (2) Given the reactants F[C:2]1[CH:7]=[CH:6][C:5]([N+:8]([O-:10])=[O:9])=[CH:4][C:3]=1[CH2:11][C:12]([OH:14])=[O:13].[C:15]([NH2:19])([CH3:18])([CH3:17])[CH3:16], predict the reaction product. The product is: [C:15]([NH:19][C:2]1[CH:7]=[CH:6][C:5]([N+:8]([O-:10])=[O:9])=[CH:4][C:3]=1[CH2:11][C:12]([OH:14])=[O:13])([CH3:18])([CH3:17])[CH3:16]. (3) Given the reactants Cl[C:2]1[CH:9]=[N:8][CH:7]=[C:6]([Cl:10])[C:3]=1[CH:4]=O.C([O-])([O-])=O.[Cs+].[Cs+].[SH:17][CH2:18][C:19]([O:21][CH3:22])=[O:20], predict the reaction product. The product is: [Cl:10][C:6]1[CH:7]=[N:8][CH:9]=[C:2]2[S:17][C:18]([C:19]([O:21][CH3:22])=[O:20])=[CH:4][C:3]=12. (4) Given the reactants [F:1][C:2]([F:15])([C:8]1[CH:13]=[CH:12][C:11]([F:14])=[CH:10][N:9]=1)[C:3](OCC)=[O:4].[BH4-].[Na+], predict the reaction product. The product is: [F:15][C:2]([F:1])([C:8]1[CH:13]=[CH:12][C:11]([F:14])=[CH:10][N:9]=1)[CH2:3][OH:4]. (5) Given the reactants [NH2:1][C:2]1[C:3]([CH3:8])=[N:4][CH:5]=[CH:6][CH:7]=1.[C:9]([O:12]C(=O)C)(=O)[CH3:10].C([O-])(=O)C.[K+].[N:21](OCCC(C)C)=O, predict the reaction product. The product is: [N:1]1([C:9](=[O:12])[CH3:10])[C:2]2[C:3](=[N:4][CH:5]=[CH:6][CH:7]=2)[CH:8]=[N:21]1.